Dataset: NCI-60 drug combinations with 297,098 pairs across 59 cell lines. Task: Regression. Given two drug SMILES strings and cell line genomic features, predict the synergy score measuring deviation from expected non-interaction effect. (1) Drug 1: C1=CC=C(C(=C1)C(C2=CC=C(C=C2)Cl)C(Cl)Cl)Cl. Drug 2: CC1CCCC2(C(O2)CC(NC(=O)CC(C(C(=O)C(C1O)C)(C)C)O)C(=CC3=CSC(=N3)C)C)C. Synergy scores: CSS=49.5, Synergy_ZIP=1.64, Synergy_Bliss=-6.81, Synergy_Loewe=-30.4, Synergy_HSA=-6.58. Cell line: NCI-H460. (2) Drug 1: CC1C(C(CC(O1)OC2CC(CC3=C2C(=C4C(=C3O)C(=O)C5=C(C4=O)C(=CC=C5)OC)O)(C(=O)C)O)N)O.Cl. Drug 2: CCC1(C2=C(COC1=O)C(=O)N3CC4=CC5=C(C=CC(=C5CN(C)C)O)N=C4C3=C2)O.Cl. Cell line: HOP-62. Synergy scores: CSS=46.3, Synergy_ZIP=-3.89, Synergy_Bliss=4.44, Synergy_Loewe=-10.4, Synergy_HSA=1.12. (3) Drug 1: C1=NC2=C(N1)C(=S)N=C(N2)N. Drug 2: CCCS(=O)(=O)NC1=C(C(=C(C=C1)F)C(=O)C2=CNC3=C2C=C(C=N3)C4=CC=C(C=C4)Cl)F. Cell line: NCI-H322M. Synergy scores: CSS=44.7, Synergy_ZIP=10.7, Synergy_Bliss=15.6, Synergy_Loewe=2.04, Synergy_HSA=10.6. (4) Drug 1: CC1=C2C(C(=O)C3(C(CC4C(C3C(C(C2(C)C)(CC1OC(=O)C(C(C5=CC=CC=C5)NC(=O)C6=CC=CC=C6)O)O)OC(=O)C7=CC=CC=C7)(CO4)OC(=O)C)O)C)OC(=O)C. Drug 2: CC1CCC2CC(C(=CC=CC=CC(CC(C(=O)C(C(C(=CC(C(=O)CC(OC(=O)C3CCCCN3C(=O)C(=O)C1(O2)O)C(C)CC4CCC(C(C4)OC)OCCO)C)C)O)OC)C)C)C)OC. Cell line: BT-549. Synergy scores: CSS=30.9, Synergy_ZIP=6.65, Synergy_Bliss=8.93, Synergy_Loewe=8.79, Synergy_HSA=9.11. (5) Drug 1: CC(CN1CC(=O)NC(=O)C1)N2CC(=O)NC(=O)C2. Drug 2: CC1=CC2C(CCC3(C2CCC3(C(=O)C)OC(=O)C)C)C4(C1=CC(=O)CC4)C. Cell line: IGROV1. Synergy scores: CSS=24.7, Synergy_ZIP=-2.73, Synergy_Bliss=6.56, Synergy_Loewe=2.14, Synergy_HSA=5.18. (6) Drug 1: C1=CC=C(C=C1)NC(=O)CCCCCCC(=O)NO. Drug 2: CC1=C(C(=CC=C1)Cl)NC(=O)C2=CN=C(S2)NC3=CC(=NC(=N3)C)N4CCN(CC4)CCO. Cell line: SNB-19. Synergy scores: CSS=14.6, Synergy_ZIP=-4.36, Synergy_Bliss=-1.74, Synergy_Loewe=-0.206, Synergy_HSA=0.203. (7) Drug 1: C1CCN(CC1)CCOC2=CC=C(C=C2)C(=O)C3=C(SC4=C3C=CC(=C4)O)C5=CC=C(C=C5)O. Drug 2: CCCS(=O)(=O)NC1=C(C(=C(C=C1)F)C(=O)C2=CNC3=C2C=C(C=N3)C4=CC=C(C=C4)Cl)F. Cell line: RPMI-8226. Synergy scores: CSS=17.7, Synergy_ZIP=8.80, Synergy_Bliss=10.6, Synergy_Loewe=-0.706, Synergy_HSA=0.866.